From a dataset of Full USPTO retrosynthesis dataset with 1.9M reactions from patents (1976-2016). Predict the reactants needed to synthesize the given product. Given the product [F:48][C:45]1[CH:44]=[CH:43][C:42]([C:39]2[CH:40]=[CH:41][C:36]([C:34](=[N:33][O:32][CH2:31][CH2:30][O:20][C:17]3[CH:16]=[CH:15][C:14]([CH2:13][CH:7]([O:6][C:5]4[CH:21]=[CH:22][C:2]([F:1])=[CH:3][CH:4]=4)[C:8]([O:10][CH2:11][CH3:12])=[O:9])=[CH:19][CH:18]=3)[CH3:35])=[CH:37][CH:38]=2)=[CH:47][CH:46]=1, predict the reactants needed to synthesize it. The reactants are: [F:1][C:2]1[CH:22]=[CH:21][C:5]([O:6][CH:7]([CH2:13][C:14]2[CH:19]=[CH:18][C:17]([OH:20])=[CH:16][CH:15]=2)[C:8]([O:10][CH2:11][CH3:12])=[O:9])=[CH:4][CH:3]=1.[H-].[Na+].CS(O[CH2:30][CH2:31][O:32][N:33]=[C:34]([C:36]1[CH:41]=[CH:40][C:39]([C:42]2[CH:47]=[CH:46][C:45]([F:48])=[CH:44][CH:43]=2)=[CH:38][CH:37]=1)[CH3:35])(=O)=O.